Dataset: Full USPTO retrosynthesis dataset with 1.9M reactions from patents (1976-2016). Task: Predict the reactants needed to synthesize the given product. (1) The reactants are: [CH3:1][C:2]([O:5][C:6]([N:8]1[CH2:14][CH2:13][C:12]2=[CH:15][N:16]([C:18]3[CH:26]=[CH:25][C:21]([C:22]([OH:24])=O)=[CH:20][CH:19]=3)[N:17]=[C:11]2[CH2:10][CH2:9]1)=[O:7])([CH3:4])[CH3:3].O=[C:28](N1C=CN=C1)[N:29]1C=CN=[CH:30]1.CNC. Given the product [CH3:28][N:29]([CH3:30])[C:22]([C:21]1[CH:25]=[CH:26][C:18]([N:16]2[CH:15]=[C:12]3[C:11]([CH2:10][CH2:9][N:8]([C:6]([O:5][C:2]([CH3:3])([CH3:1])[CH3:4])=[O:7])[CH2:14][CH2:13]3)=[N:17]2)=[CH:19][CH:20]=1)=[O:24], predict the reactants needed to synthesize it. (2) The reactants are: [CH3:1][C:2]1([C:7]2[O:11][C:10]([CH2:12][N:13]3[CH:17]=[CH:16][C:15]([NH2:18])=[N:14]3)=[CH:9][CH:8]=2)[O:6]CCO1.[CH3:19][O:20][C:21]1[CH:26]=[CH:25][CH:24]=[CH:23][C:22]=1[C:27]1[O:31][C:30]([CH3:32])=[N:29][C:28]=1[C:33](O)=[O:34]. Given the product [C:2]([C:7]1[O:11][C:10]([CH2:12][N:13]2[CH:17]=[CH:16][C:15]([NH:18][C:33]([C:28]3[N:29]=[C:30]([CH3:32])[O:31][C:27]=3[C:22]3[CH:23]=[CH:24][CH:25]=[CH:26][C:21]=3[O:20][CH3:19])=[O:34])=[N:14]2)=[CH:9][CH:8]=1)(=[O:6])[CH3:1], predict the reactants needed to synthesize it. (3) Given the product [C:5]([C:4]1[CH:3]=[C:2]([C:16]2([OH:15])[CH2:17][CH2:18][N:19]([C:22]([O:24][C:25]([CH3:27])([CH3:26])[CH3:28])=[O:23])[CH2:20][CH2:21]2)[CH:9]=[CH:8][CH:7]=1)#[N:6], predict the reactants needed to synthesize it. The reactants are: Br[C:2]1[CH:3]=[C:4]([CH:7]=[CH:8][CH:9]=1)[C:5]#[N:6].[Li]CCCC.[O:15]=[C:16]1[CH2:21][CH2:20][N:19]([C:22]([O:24][C:25]([CH3:28])([CH3:27])[CH3:26])=[O:23])[CH2:18][CH2:17]1. (4) Given the product [CH3:28][C:27]1[O:26][N:25]=[C:24]([C:29]2[CH:34]=[CH:33][CH:32]=[CH:31][CH:30]=2)[C:23]=1[C:22]#[C:21][C:17]1[CH:16]=[C:15]([CH:20]=[CH:19][N:18]=1)[C:14]([NH:1][C:2]1[S:3][CH:4]=[C:5]([CH3:7])[N:6]=1)=[O:13], predict the reactants needed to synthesize it. The reactants are: [NH2:1][C:2]1[S:3][CH:4]=[C:5]([CH3:7])[N:6]=1.C[Al](C)C.C[O:13][C:14](=O)[C:15]1[CH:20]=[CH:19][N:18]=[C:17]([C:21]#[C:22][C:23]2[C:24]([C:29]3[CH:34]=[CH:33][CH:32]=[CH:31][CH:30]=3)=[N:25][O:26][C:27]=2[CH3:28])[CH:16]=1.S([O-])([O-])(=O)=O.[Mg+2].